The task is: Predict the reaction yield, written as a fraction of the theoretical maximum amount of product (1.0 means a 100% yield; for example, 0.34 means a 34% yield).. This data is from Reaction yield outcomes from USPTO patents with 853,638 reactions. (1) The reactants are [Cl:1][C:2]1[C:7]([C:8](O)=[O:9])=[CH:6][CH:5]=[C:4]([Cl:11])[N:3]=1.C[N:13]1CCOCC1.ClC(OC(C)C)=O. The catalyst is ClCCl. The product is [Cl:1][C:2]1[C:7]([C:8]([NH2:13])=[O:9])=[CH:6][CH:5]=[C:4]([Cl:11])[N:3]=1. The yield is 0.500. (2) The reactants are C(N(CC)CC)C.[N:8]1([C:14]([O:16][C:17]([CH3:20])([CH3:19])[CH3:18])=[O:15])[CH2:13][CH2:12][NH:11][CH2:10][CH2:9]1.Cl[C:22]1[C:23]2[C@H:30]([CH3:31])[CH2:29][CH2:28][C:24]=2[N:25]=[CH:26][N:27]=1.C(OCC)(=O)C. The catalyst is CCCCO. The product is [CH3:31][C@H:30]1[C:23]2[C:22]([N:11]3[CH2:12][CH2:13][N:8]([C:14]([O:16][C:17]([CH3:20])([CH3:19])[CH3:18])=[O:15])[CH2:9][CH2:10]3)=[N:27][CH:26]=[N:25][C:24]=2[CH2:28][CH2:29]1. The yield is 0.741. (3) The reactants are [CH3:1][N:2]([C:4](=[Se:11])[C:5]1[CH:10]=[CH:9][CH:8]=[CH:7][CH:6]=1)[NH2:3].[CH3:12][NH:13][N:14]=[C:15]([C:19]([OH:21])=O)[C:16](O)=[O:17].[CH2:22](Cl)[CH2:23]Cl. The catalyst is C(Cl)Cl. The product is [CH3:1][N:2]([C:4]([C:23]1[CH:22]=[CH:7][CH:6]=[CH:5][CH:10]=1)=[Se:11])[NH:3][C:16](=[O:17])[C:15](=[N:14][NH:13][CH3:12])[C:19]([NH:3][N:2]([CH3:1])[C:4]([C:5]1[CH:6]=[CH:7][CH:8]=[CH:9][CH:10]=1)=[Se:11])=[O:21]. The yield is 0.615. (4) The reactants are Br[C:2]1[CH:18]=[CH:17][C:5]([O:6][C:7]2[CH:14]=[CH:13][C:10]([C:11]#[N:12])=[C:9]([O:15][CH3:16])[N:8]=2)=[C:4]([F:19])[C:3]=1[CH:20]1[O:24][CH2:23][CH2:22][O:21]1.C([O-])(=O)C.[K+].[B:30]1([B:30]2[O:34][C:33]([CH3:36])([CH3:35])[C:32]([CH3:38])([CH3:37])[O:31]2)[O:34][C:33]([CH3:36])([CH3:35])[C:32]([CH3:38])([CH3:37])[O:31]1. The catalyst is O1CCOCC1.C1(P(C2C=CC=CC=2)[C-]2C=CC=C2)C=CC=CC=1.[C-]1(P(C2C=CC=CC=2)C2C=CC=CC=2)C=CC=C1.[Fe+2].Cl[Pd]Cl. The product is [O:21]1[CH2:22][CH2:23][O:24][CH:20]1[C:3]1[C:4]([F:19])=[C:5]([CH:17]=[CH:18][C:2]=1[B:30]1[O:34][C:33]([CH3:36])([CH3:35])[C:32]([CH3:38])([CH3:37])[O:31]1)[O:6][C:7]1[CH:14]=[CH:13][C:10]([C:11]#[N:12])=[C:9]([O:15][CH3:16])[N:8]=1. The yield is 0.850. (5) The reactants are [B:10]1([B:10]2[O:14][C:13]([CH3:16])([CH3:15])[C:12]([CH3:18])([CH3:17])[O:11]2)[O:14][C:13]([CH3:16])([CH3:15])[C:12]([CH3:18])([CH3:17])[O:11]1.P([O-])([O-])([O-])=O.[K+].[K+].[K+].C[CH2:28][O:29]C(C)=O.[CH3:33][CH2:34][CH2:35][CH2:36][CH2:37][CH2:38][CH3:39]. The catalyst is O1CCOCC1.CC(C1C=C(C(C)C)C(C2C(P(C3CCCCC3)C3CCCCC3)=CC=CC=2)=C(C(C)C)C=1)C.C1C=[C-]C(CCN)=CC=1.Cl[Pd+].CC(C1C=C(C(C)C)C(C2C=CC=CC=2P(C2CCCCC2)C2CCCCC2)=C(C(C)C)C=1)C. The product is [CH3:28][O:29][C:35]1[CH:34]=[CH:33][C:38]([CH3:39])=[C:37]([B:10]2[O:11][C:12]([CH3:17])([CH3:18])[C:13]([CH3:15])([CH3:16])[O:14]2)[CH:36]=1. The yield is 0.696. (6) The reactants are [N+:1]([CH2:3][C:4]([O:6]C)=O)#[C-:2].[NH:8]1[CH2:12][CH2:11][C@@H:10]([OH:13])[CH2:9]1. The catalyst is CO. The product is [OH:13][C@@H:10]1[CH2:11][CH2:12][N:8]([C:4](=[O:6])[CH2:3][N+:1]#[C-:2])[CH2:9]1. The yield is 0.490.